From a dataset of Catalyst prediction with 721,799 reactions and 888 catalyst types from USPTO. Predict which catalyst facilitates the given reaction. (1) Reactant: [C:1](Cl)(=[O:6])[C:2]([CH3:5])([CH3:4])[CH3:3].[N:8]1[CH:13]=[CH:12][C:11]([NH2:14])=[CH:10][CH:9]=1.C(N(CC)CC)C. Product: [N:8]1[CH:13]=[CH:12][C:11]([NH:14][C:1](=[O:6])[C:2]([CH3:5])([CH3:4])[CH3:3])=[CH:10][CH:9]=1. The catalyst class is: 2. (2) Reactant: [CH3:1][O:2][C:3](=[O:16])[CH2:4][C:5]1[C:10]([Cl:11])=[CH:9][C:8]([N+:12]([O-])=O)=[CH:7][C:6]=1[Cl:15]. Product: [CH3:1][O:2][C:3](=[O:16])[CH2:4][C:5]1[C:6]([Cl:15])=[CH:7][C:8]([NH2:12])=[CH:9][C:10]=1[Cl:11]. The catalyst class is: 227. (3) Reactant: [Br:1][C:2]1[CH:7]=[CH:6][C:5]([F:8])=[CH:4][C:3]=1[C:9]([CH3:15])([CH3:14])[C:10]([O:12]C)=[O:11].[OH-].[K+].O. Product: [Br:1][C:2]1[CH:7]=[CH:6][C:5]([F:8])=[CH:4][C:3]=1[C:9]([CH3:15])([CH3:14])[C:10]([OH:12])=[O:11]. The catalyst class is: 8. (4) Product: [OH:6][CH2:5][C:4]#[C:3][CH2:2][C:14]#[C:13][CH2:12][CH2:11][CH2:10][CH2:9][CH2:8][C:7]([O:16][CH3:17])=[O:15]. The catalyst class is: 471. Reactant: Cl[CH2:2][C:3]#[C:4][CH2:5][OH:6].[C:7]([O:16][CH3:17])(=[O:15])[CH2:8][CH2:9][CH2:10][CH2:11][CH2:12][C:13]#[CH:14].C([O-])([O-])=O.[K+].[K+].[Na+].[I-]. (5) Reactant: [CH2:1]([O:3][C:4]([C:6]1[C:10]([CH:11]2[CH2:13][CH2:12]2)=[N:9][NH:8][N:7]=1)=[O:5])[CH3:2].[C:14](=O)([O-])[O-].[K+].[K+].CI. The catalyst class is: 9. Product: [CH2:1]([O:3][C:4]([C:6]1[C:10]([CH:11]2[CH2:12][CH2:13]2)=[N:9][N:8]([CH3:14])[N:7]=1)=[O:5])[CH3:2].[CH2:1]([O:3][C:4]([C:6]1[N:7]([CH3:14])[N:8]=[N:9][C:10]=1[CH:11]1[CH2:12][CH2:13]1)=[O:5])[CH3:2]. (6) Reactant: [CH3:1][O:2][C:3]([NH:5][N:6]=[C:7]([CH3:9])[CH3:8])=[O:4].C(O)(=O)C. Product: [CH3:1][O:2][C:3]([NH:5][NH:6][CH:7]([CH3:9])[CH3:8])=[O:4]. The catalyst class is: 8. (7) Reactant: [Cl:1][C:2]1[CH:3]=[C:4]([CH:8]=[CH:9][CH:10]=1)[C:5](Cl)=[O:6].[C:11]([NH2:20])([C:14]1[CH:19]=[CH:18][CH:17]=[CH:16][CH:15]=1)([CH3:13])[CH3:12].C(N(CC)CC)C.O. Product: [Cl:1][C:2]1[CH:3]=[C:4]([CH:8]=[CH:9][CH:10]=1)[C:5]([NH:20][C:11]([CH3:13])([C:14]1[CH:19]=[CH:18][CH:17]=[CH:16][CH:15]=1)[CH3:12])=[O:6]. The catalyst class is: 154. (8) Reactant: Cl[C:2]1[N:7]=[C:6]([NH:8][C:9]2[CH:20]=[CH:19][CH:18]=[CH:17][C:10]=2[C:11]([NH:13][CH:14]([CH3:16])[CH3:15])=[O:12])[C:5]([F:21])=[CH:4][N:3]=1.[NH2:22][C:23]1[CH:33]=[CH:32][C:26]([C:27]([O:29][CH2:30][CH3:31])=[O:28])=[CH:25][CH:24]=1.Cl. Product: [F:21][C:5]1[C:6]([NH:8][C:9]2[CH:20]=[CH:19][CH:18]=[CH:17][C:10]=2[C:11]([NH:13][CH:14]([CH3:16])[CH3:15])=[O:12])=[N:7][C:2]([NH:22][C:23]2[CH:24]=[CH:25][C:26]([C:27]([O:29][CH2:30][CH3:31])=[O:28])=[CH:32][CH:33]=2)=[N:3][CH:4]=1. The catalyst class is: 32. (9) Reactant: [NH2:1][C@@H:2]([CH2:5][C:6]1[CH:11]=[CH:10][C:9]([I:12])=[CH:8][CH:7]=1)[CH2:3][OH:4].[CH:13](=O)[C:14]1[CH:19]=[CH:18][CH:17]=[CH:16][CH:15]=1. Product: [CH2:13]([NH:1][C@@H:2]([CH2:5][C:6]1[CH:7]=[CH:8][C:9]([I:12])=[CH:10][CH:11]=1)[CH2:3][OH:4])[C:14]1[CH:19]=[CH:18][CH:17]=[CH:16][CH:15]=1. The catalyst class is: 4.